This data is from Peptide-MHC class I binding affinity with 185,985 pairs from IEDB/IMGT. The task is: Regression. Given a peptide amino acid sequence and an MHC pseudo amino acid sequence, predict their binding affinity value. This is MHC class I binding data. (1) The peptide sequence is KILTAGLSV. The MHC is HLA-A68:02 with pseudo-sequence HLA-A68:02. The binding affinity (normalized) is 0. (2) The peptide sequence is KTRLFRSPQV. The MHC is HLA-A02:03 with pseudo-sequence HLA-A02:03. The binding affinity (normalized) is 0.363.